From a dataset of Reaction yield outcomes from USPTO patents with 853,638 reactions. Predict the reaction yield, written as a fraction of the theoretical maximum amount of product (1.0 means a 100% yield; for example, 0.34 means a 34% yield). The reactants are [Cl:1][C:2]1[CH:3]=[C:4]([CH:6]=[CH:7][C:8]=1[N:9]1[CH:13]=[N:12][CH:11]=[N:10]1)[NH2:5].Cl[C:15]1[CH:16]=[CH:17][C:18]2[CH2:19][N:20]([CH2:32][CH2:33][OH:34])[CH2:21][C@@H:22]([C:26]3[CH:31]=[CH:30][CH:29]=[CH:28][CH:27]=3)[O:23][C:24]=2[N:25]=1. No catalyst specified. The product is [Cl:1][C:2]1[CH:3]=[C:4]([NH:5][C:15]2[CH:16]=[CH:17][C:18]3[CH2:19][N:20]([CH2:32][CH2:33][OH:34])[CH2:21][C@@H:22]([C:26]4[CH:31]=[CH:30][CH:29]=[CH:28][CH:27]=4)[O:23][C:24]=3[N:25]=2)[CH:6]=[CH:7][C:8]=1[N:9]1[CH:13]=[N:12][CH:11]=[N:10]1. The yield is 0.0900.